This data is from Full USPTO retrosynthesis dataset with 1.9M reactions from patents (1976-2016). The task is: Predict the reactants needed to synthesize the given product. (1) The reactants are: [CH:1]1([CH2:4][CH:5]([C:22]2[CH:36]=[CH:35][C:25]([C:26]([NH:28][CH2:29][CH2:30][C:31]([O:33]C)=[O:32])=[O:27])=[CH:24][CH:23]=2)[O:6][C:7]2[CH:12]=[CH:11][C:10]([N:13]3[CH:17]=[C:16]([C:18]([F:21])([F:20])[F:19])[CH:15]=[N:14]3)=[CH:9][CH:8]=2)[CH2:3][CH2:2]1.O.[OH-].[Li+].Cl. Given the product [CH:1]1([CH2:4][CH:5]([C:22]2[CH:36]=[CH:35][C:25]([C:26]([NH:28][CH2:29][CH2:30][C:31]([OH:33])=[O:32])=[O:27])=[CH:24][CH:23]=2)[O:6][C:7]2[CH:8]=[CH:9][C:10]([N:13]3[CH:17]=[C:16]([C:18]([F:20])([F:19])[F:21])[CH:15]=[N:14]3)=[CH:11][CH:12]=2)[CH2:2][CH2:3]1, predict the reactants needed to synthesize it. (2) Given the product [CH3:9][O:10][C:11](=[O:40])/[C:12](/[NH:13][C:14](=[O:33])[C:15]1[CH:20]=[CH:19][C:18]([C:21]([NH:23][CH2:24][C:25]2[CH:30]=[CH:29][CH:28]=[C:27]([OH:31])[CH:26]=2)=[O:22])=[CH:17][C:16]=1[Br:32])=[CH:51]/[C:43]1[CH:42]=[N:41][C:50]2[C:45]([CH:44]=1)=[CH:46][CH:47]=[CH:48][CH:49]=2, predict the reactants needed to synthesize it. The reactants are: CN(C)C(N(C)C)=N.[CH3:9][O:10][C:11](=[O:40])[CH:12](P(OC)(OC)=O)[NH:13][C:14](=[O:33])[C:15]1[CH:20]=[CH:19][C:18]([C:21]([NH:23][CH2:24][C:25]2[CH:30]=[CH:29][CH:28]=[C:27]([OH:31])[CH:26]=2)=[O:22])=[CH:17][C:16]=1[Br:32].[N:41]1[C:50]2[C:45](=[CH:46][CH:47]=[CH:48][CH:49]=2)[CH:44]=[C:43]([CH:51]=O)[CH:42]=1.P([O-])([O-])([O-])=O. (3) Given the product [Cl:8][C:5]1[CH:6]=[CH:7][C:2]2[NH:1][CH:13]=[N:12][S:9](=[O:11])(=[O:10])[C:3]=2[CH:4]=1, predict the reactants needed to synthesize it. The reactants are: [NH2:1][C:2]1[CH:7]=[CH:6][C:5]([Cl:8])=[CH:4][C:3]=1[S:9]([NH2:12])(=[O:11])=[O:10].[CH:13]([O-])([O-])OCC. (4) Given the product [C:16]([C:15]1[C:14](=[O:18])[NH:25][C:23]([NH:22][CH:19]2[CH2:21][CH2:20]2)=[N:24][C:5]=1[C:4]1[CH:7]=[CH:8][C:9]([F:10])=[C:2]([F:1])[CH:3]=1)#[N:17], predict the reactants needed to synthesize it. The reactants are: [F:1][C:2]1[CH:3]=[C:4]([CH:7]=[CH:8][C:9]=1[F:10])[CH:5]=O.C(O[C:14](=[O:18])[CH2:15][C:16]#[N:17])C.[CH:19]1([NH:22][C:23]([NH2:25])=[NH:24])[CH2:21][CH2:20]1.Cl.C(=O)([O-])[O-].[K+].[K+]. (5) Given the product [Br:1][C:2]1[CH:3]=[C:4]([N:8]2[C:16]3[CH:15]=[C:14]([N:21]4[CH2:25][CH2:24][CH2:23][CH2:22]4)[N:13]=[CH:12][C:11]=3[C:10]([C:18]([NH2:20])=[O:19])=[N:9]2)[CH:5]=[CH:6][CH:7]=1, predict the reactants needed to synthesize it. The reactants are: [Br:1][C:2]1[CH:3]=[C:4]([N:8]2[C:16]3[CH:15]=[C:14](Cl)[N:13]=[CH:12][C:11]=3[C:10]([C:18]([NH2:20])=[O:19])=[N:9]2)[CH:5]=[CH:6][CH:7]=1.[NH:21]1[CH2:25][CH2:24][CH2:23][CH2:22]1. (6) Given the product [S:30]([N:25]1[C:26]2[C:22](=[C:21]([CH2:20][N:3]3[C:4]4([CH2:12][CH2:11][NH:10][CH2:9][CH2:8]4)[CH2:5][CH2:6][CH2:7][C:2]3=[O:1])[CH:29]=[CH:28][CH:27]=2)[CH:23]=[CH:24]1)([C:33]1[CH:34]=[CH:35][C:36]([CH3:37])=[CH:38][CH:39]=1)(=[O:31])=[O:32], predict the reactants needed to synthesize it. The reactants are: [O:1]=[C:2]1[CH2:7][CH2:6][CH2:5][C:4]2([CH2:12][CH2:11][N:10](C(OC(C)(C)C)=O)[CH2:9][CH2:8]2)[N:3]1[CH2:20][C:21]1[CH:29]=[CH:28][CH:27]=[C:26]2[C:22]=1[CH:23]=[CH:24][N:25]2[S:30]([C:33]1[CH:39]=[CH:38][C:36]([CH3:37])=[CH:35][CH:34]=1)(=[O:32])=[O:31]. (7) Given the product [CH3:17][N:13]1[C:14]2[C:10](=[CH:9][C:8]([C:4]3[CH:3]=[C:2]([NH:1][S:29]([CH3:28])(=[O:31])=[O:30])[CH:7]=[N:6][CH:5]=3)=[CH:16][CH:15]=2)[CH2:11][C:12]1=[O:18], predict the reactants needed to synthesize it. The reactants are: [NH2:1][C:2]1[CH:3]=[C:4]([C:8]2[CH:9]=[C:10]3[C:14](=[CH:15][CH:16]=2)[N:13]([CH3:17])[C:12](=[O:18])[CH2:11]3)[CH:5]=[N:6][CH:7]=1.C(N(C(C)C)CC)(C)C.[CH3:28][S:29](Cl)(=[O:31])=[O:30].[OH-].[Na+].Cl. (8) Given the product [CH3:1][O:2][C:3]([C:5]1[S:6][C:7]([C:11](=[O:13])[NH:21][CH2:20][CH2:19][C:18]2[CH:22]=[CH:23][CH:24]=[C:16]([OH:15])[CH:17]=2)=[CH:8][C:9]=1[CH3:10])=[O:4], predict the reactants needed to synthesize it. The reactants are: [CH3:1][O:2][C:3]([C:5]1[S:6][C:7]([C:11]([OH:13])=O)=[CH:8][C:9]=1[CH3:10])=[O:4].Cl.[OH:15][C:16]1[CH:17]=[C:18]([CH:22]=[CH:23][CH:24]=1)[CH2:19][CH2:20][NH2:21].C(N(CC)CC)C.C1C=CC2N(O)N=NC=2C=1.CN(C(ON1N=NC2C=CC=CC1=2)=[N+](C)C)C.F[P-](F)(F)(F)(F)F. (9) Given the product [NH2:8][C:9]1[C:14]2[C:15](=[O:29])[NH:16][CH2:17][CH2:18][O:19][C:13]=2[N:12]=[CH:11][N:10]=1, predict the reactants needed to synthesize it. The reactants are: C(O)(C(F)(F)F)=O.[NH2:8][C:9]1[C:14]2[C:15](=[O:29])[N:16](CC3C=CC(OC)=CC=3)[CH2:17][CH2:18][O:19][C:13]=2[N:12]=[CH:11][N:10]=1.C1(OC)C=CC=CC=1. (10) Given the product [C:20]([NH:23][C:24]1[CH:32]=[CH:31][C:27]([C:28]([NH:15][C:13]2[CH:14]=[C:9]([B:4]3[O:3][C:2]([CH3:19])([CH3:1])[C:6]([CH3:7])([CH3:8])[O:5]3)[CH:10]=[CH:11][C:12]=2[N+:16]([O-:18])=[O:17])=[O:29])=[CH:26][CH:25]=1)(=[O:22])[CH3:21], predict the reactants needed to synthesize it. The reactants are: [CH3:1][C:2]1([CH3:19])[C:6]([CH3:8])([CH3:7])[O:5][B:4]([C:9]2[CH:10]=[CH:11][C:12]([N+:16]([O-:18])=[O:17])=[C:13]([NH2:15])[CH:14]=2)[O:3]1.[C:20]([NH:23][C:24]1[CH:32]=[CH:31][C:27]([C:28](Cl)=[O:29])=[CH:26][CH:25]=1)(=[O:22])[CH3:21].C(NC1C=CC(C(O)=O)=CC=1)(=O)C.